From a dataset of Catalyst prediction with 721,799 reactions and 888 catalyst types from USPTO. Predict which catalyst facilitates the given reaction. Product: [C:43]([N:8]1[C:9]2[C:4](=[CH:3][C:2]([Br:1])=[CH:11][CH:10]=2)[C@H:5]([NH:15][C:16](=[O:25])[O:17][CH2:18][C:19]2[CH:20]=[CH:21][CH:22]=[CH:23][CH:24]=2)[C@@H:6]([CH3:14])[C@@H:7]1[CH2:12][CH3:13])(=[O:42])[CH3:44]. The catalyst class is: 4. Reactant: [Br:1][C:2]1[CH:3]=[C:4]2[C:9](=[CH:10][CH:11]=1)[NH:8][C@@H:7]([CH2:12][CH3:13])[C@H:6]([CH3:14])[C@H:5]2[NH:15][C:16](=[O:25])[O:17][CH2:18][C:19]1[CH:24]=[CH:23][CH:22]=[CH:21][CH:20]=1.BrC1C=C2C(=CC=1)N[C@@H](CC)[C@@H](C)[C@H]2NC(=O)[O:42][CH2:43][C:44]1C=CC=CC=1.N1C=CC=CC=1.C(Cl)(=O)C.C(=O)(O)[O-].[Na+].